This data is from Catalyst prediction with 721,799 reactions and 888 catalyst types from USPTO. The task is: Predict which catalyst facilitates the given reaction. (1) Reactant: [O-]S(C(F)(F)F)(=O)=O.C([N+]1C=CC=CC=1Br)CC.N1(C2C=CN=CC=2)CCCC1.CCN(C(C)C)C(C)C.[CH:39]1([CH2:45][CH2:46][C:47](=O)[CH:48]([CH2:66][CH:67]2[CH2:72][CH2:71][CH2:70][CH2:69][CH2:68]2)[C:49]([N:51]([CH2:57][C:58]2[CH:63]=[CH:62][C:61]([O:64][CH3:65])=[CH:60][CH:59]=2)[CH:52]([CH3:56])[C:53]([OH:55])=[O:54])=[O:50])[CH2:44][CH2:43][CH2:42][CH2:41][CH2:40]1. Product: [CH:39]1([CH2:45][CH2:46][C:47]23[O:54][C:53](=[O:55])[C:52]2([CH3:56])[N:51]([CH2:57][C:58]2[CH:63]=[CH:62][C:61]([O:64][CH3:65])=[CH:60][CH:59]=2)[C:49](=[O:50])[CH:48]3[CH2:66][CH:67]2[CH2:68][CH2:69][CH2:70][CH2:71][CH2:72]2)[CH2:40][CH2:41][CH2:42][CH2:43][CH2:44]1. The catalyst class is: 158. (2) Reactant: [F:1][C:2]1[CH:7]=[C:6]([C:8]2[CH:13]=[CH:12][C:11]([CH2:14][CH2:15][CH2:16][CH2:17][CH3:18])=[CH:10][CH:9]=2)[CH:5]=[C:4]([F:19])[CH:3]=1.[Li]CCCC.[CH:25](N1CCCCC1)=[O:26].O. Product: [F:1][C:2]1[CH:7]=[C:6]([C:8]2[CH:9]=[CH:10][C:11]([CH2:14][CH2:15][CH2:16][CH2:17][CH3:18])=[CH:12][CH:13]=2)[CH:5]=[C:4]([F:19])[C:3]=1[CH:25]=[O:26]. The catalyst class is: 1. (3) Reactant: [C:1]([C:3]1[CH:4]=[CH:5][C:6]2[O:10][C:9]([CH2:11][C:12]3[C:20]([O:21][CH3:22])=[CH:19][C:18]([CH3:23])=[C:17]4[C:13]=3[CH:14]=[CH:15][N:16]4[C:24]([O:26][C:27]([CH3:30])([CH3:29])[CH3:28])=[O:25])=[N:8][C:7]=2[CH:31]=1)#[N:2].[Li+].[CH3:33][Si]([N-][Si](C)(C)C)(C)C. Product: [C:1]([C:3]1[CH:4]=[CH:5][C:6]2[O:10][C:9]([CH:11]([C:12]3[C:20]([O:21][CH3:22])=[CH:19][C:18]([CH3:23])=[C:17]4[C:13]=3[CH:14]=[CH:15][N:16]4[C:24]([O:26][C:27]([CH3:28])([CH3:30])[CH3:29])=[O:25])[CH3:33])=[N:8][C:7]=2[CH:31]=1)#[N:2]. The catalyst class is: 1. (4) Reactant: C([O:5][C:6](=[O:30])[CH2:7][CH2:8][NH:9][C:10]1[N:15]=[C:14]([NH:16][C:17]2[N:22]=[CH:21][C:20]3[N:23]=[C:24]([CH3:29])[N:25]([CH:26]([CH3:28])[CH3:27])[C:19]=3[CH:18]=2)[CH:13]=[CH:12][N:11]=1)(C)(C)C.C(O)(C(F)(F)F)=O.C1(C)C=CC=CC=1. Product: [CH:26]([N:25]1[C:19]2[CH:18]=[C:17]([NH:16][C:14]3[CH:13]=[CH:12][N:11]=[C:10]([NH:9][CH2:8][CH2:7][C:6]([OH:30])=[O:5])[N:15]=3)[N:22]=[CH:21][C:20]=2[N:23]=[C:24]1[CH3:29])([CH3:28])[CH3:27]. The catalyst class is: 4. (5) Reactant: [CH2:1]([OH:8])[C:2]1[CH:7]=[CH:6][CH:5]=[CH:4][CH:3]=1.[F:9][C:10]1[CH:18]=[CH:17][CH:16]=[CH:15][C:11]=1[C:12](O)=[O:13].C1(N=C=NC2CCCCC2)CCCCC1. Product: [CH2:1]([O:8][C:12](=[O:13])[C:11]1[CH:15]=[CH:16][CH:17]=[CH:18][C:10]=1[F:9])[C:2]1[CH:7]=[CH:6][CH:5]=[CH:4][CH:3]=1. The catalyst class is: 143.